The task is: Predict the reactants needed to synthesize the given product.. This data is from Full USPTO retrosynthesis dataset with 1.9M reactions from patents (1976-2016). (1) Given the product [CH3:1][O:2][C:3]1[C:8]2[S:9][C:10]([C:12]([F:13])([F:14])[F:15])=[CH:11][C:7]=2[C:6]([C:16](=[O:19])[CH:17]([CH3:18])[C:24]([O:27][CH3:28])=[O:29])=[CH:5][CH:4]=1, predict the reactants needed to synthesize it. The reactants are: [CH3:1][O:2][C:3]1[C:8]2[S:9][C:10]([C:12]([F:15])([F:14])[F:13])=[CH:11][C:7]=2[C:6]([C:16](=[O:19])[CH2:17][CH3:18])=[CH:5][CH:4]=1.[H-].[Na+].[Cl-].[NH4+].[C:24](=[O:29])([O:27][CH3:28])OC. (2) The reactants are: [C:1]([NH:18][CH2:19][CH2:20][CH2:21][CH2:22][CH2:23][CH2:24][CH2:25][CH2:26][CH2:27][CH2:28]CC=C)([O:3][CH2:4][CH:5]1[C:17]2[C:12](=[CH:13][CH:14]=[CH:15][CH:16]=2)[C:11]2[C:6]1=[CH:7][CH:8]=[CH:9][CH:10]=2)=[O:2].C(N([CH2:37][CH3:38])CC)C.CCCCCCC.[OH2:46]. Given the product [C:1]([N:18]([CH2:19][CH2:20][CH2:21][CH2:22][CH2:23][CH2:24][CH2:25][CH2:26][CH2:27][CH3:28])[CH2:38][CH:37]=[O:46])([O:3][CH2:4][CH:5]1[C:6]2[C:11](=[CH:12][CH:13]=[CH:14][CH:7]=2)[C:10]2[C:17]1=[CH:16][CH:15]=[CH:8][CH:9]=2)=[O:2], predict the reactants needed to synthesize it. (3) Given the product [NH2:1][CH:4]1[CH2:10][C:9]([CH3:12])([CH3:11])[C:8]2[CH:13]=[CH:14][C:15]([N+:17]([O-:19])=[O:18])=[CH:16][C:7]=2[NH:6][C:5]1=[O:20], predict the reactants needed to synthesize it. The reactants are: [N:1]([CH:4]1[CH2:10][C:9]([CH3:12])([CH3:11])[C:8]2[CH:13]=[CH:14][C:15]([N+:17]([O-:19])=[O:18])=[CH:16][C:7]=2[NH:6][C:5]1=[O:20])=[N+]=[N-].C1C=CC(P(C2C=CC=CC=2)C2C=CC=CC=2)=CC=1.C1COCC1.O. (4) Given the product [CH3:26][O:25][CH:23]([C:20]1[CH:21]=[CH:22][C:17]([N:15]([CH3:16])[C:12]2[CH:13]=[CH:14][C:9]([OH:8])=[CH:10][CH:11]=2)=[CH:18][CH:19]=1)[CH3:24], predict the reactants needed to synthesize it. The reactants are: C([O:8][C:9]1[CH:14]=[CH:13][C:12]([N:15]([C:17]2[CH:22]=[CH:21][C:20]([CH:23]([O:25][CH3:26])[CH3:24])=[CH:19][CH:18]=2)[CH3:16])=[CH:11][CH:10]=1)C1C=CC=CC=1.